From a dataset of Aqueous solubility values for 9,982 compounds from the AqSolDB database. Regression/Classification. Given a drug SMILES string, predict its absorption, distribution, metabolism, or excretion properties. Task type varies by dataset: regression for continuous measurements (e.g., permeability, clearance, half-life) or binary classification for categorical outcomes (e.g., BBB penetration, CYP inhibition). For this dataset (solubility_aqsoldb), we predict Y. The drug is CN(CCC#N)c1ccc(C=CC2=[N+](C)c3ccccc3C2(C)C)cc1.O=S(=O)([O-])[O-]. The Y is -0.774 log mol/L.